From a dataset of Forward reaction prediction with 1.9M reactions from USPTO patents (1976-2016). Predict the product of the given reaction. Given the reactants [Br:1][C:2]1[C:7]([CH3:8])=[CH:6][C:5]([OH:9])=[CH:4][C:3]=1[CH3:10].[O:11]1[C:13]2([CH2:18][CH2:17][O:16][CH2:15][CH2:14]2)[CH2:12]1, predict the reaction product. The product is: [Br:1][C:2]1[C:7]([CH3:8])=[CH:6][C:5]([O:9][CH2:12][C:13]2([OH:11])[CH2:18][CH2:17][O:16][CH2:15][CH2:14]2)=[CH:4][C:3]=1[CH3:10].